Dataset: Catalyst prediction with 721,799 reactions and 888 catalyst types from USPTO. Task: Predict which catalyst facilitates the given reaction. (1) The catalyst class is: 2. Reactant: [CH3:1][O:2][C:3](=[O:36])[C@@H:4]([NH:14][C:15]([C:17]1[C:18]([CH3:35])=[N:19][C:20]([NH:24][CH2:25]/[CH:26]=[CH:27]/[C:28]2[CH:33]=[CH:32][CH:31]=[C:30]([OH:34])[CH:29]=2)=[N:21][C:22]=1[CH3:23])=[O:16])[CH2:5][NH:6][C:7](OC(C)(C)C)=[O:8].C(O)(C(F)(F)F)=O.[S:44]1[CH:48]=[CH:47][CH:46]=[C:45]1C(O)=O.CN(C(ON1N=NC2C=CC=CC1=2)=[N+](C)C)C.F[P-](F)(F)(F)(F)F.C1C=CC2N(O)N=NC=2C=1. Product: [CH3:1][O:2][C:3](=[O:36])[C@@H:4]([NH:14][C:15]([C:17]1[C:22]([CH3:23])=[N:21][C:20]([NH:24][CH2:25]/[CH:26]=[CH:27]/[C:28]2[CH:33]=[CH:32][CH:31]=[C:30]([OH:34])[CH:29]=2)=[N:19][C:18]=1[CH3:35])=[O:16])[CH2:5][NH:6][C:7]([C:45]1[S:44][CH:48]=[CH:47][CH:46]=1)=[O:8]. (2) Reactant: [C:1]([O:5][C:6](=[O:30])[NH:7][C:8]1[C:13]([N+:14]([O-])=O)=[CH:12][C:11]([C:17]2[CH:22]=[CH:21][CH:20]=[CH:19][C:18]=2[F:23])=[C:10]([O:24][CH2:25][C:26]([F:29])([F:28])[F:27])[CH:9]=1)([CH3:4])([CH3:3])[CH3:2]. Product: [C:1]([O:5][C:6](=[O:30])[NH:7][C:8]1[C:13]([NH2:14])=[CH:12][C:11]([C:17]2[CH:22]=[CH:21][CH:20]=[CH:19][C:18]=2[F:23])=[C:10]([O:24][CH2:25][C:26]([F:27])([F:28])[F:29])[CH:9]=1)([CH3:4])([CH3:2])[CH3:3]. The catalyst class is: 45. (3) Reactant: [Br:1][C:2]1[C:3](=[O:22])[N:4]([C:16]2[CH:21]=[CH:20][CH:19]=[CH:18][CH:17]=2)[N:5]([CH3:15])[C:6]=1[CH2:7][N:8]1[CH2:13][CH2:12][CH:11]([OH:14])[CH2:10][CH2:9]1.[C:23]([N:30]1[CH:34]=[CH:33]N=[CH:31]1)(N1C=CN=C1)=[O:24].C(N)C[C:37]1[CH:42]=[CH:41][CH:40]=[CH:39][CH:38]=1. Product: [Br:1][C:2]1[C:3](=[O:22])[N:4]([C:16]2[CH:21]=[CH:20][CH:19]=[CH:18][CH:17]=2)[N:5]([CH3:15])[C:6]=1[CH2:7][N:8]1[CH2:13][CH2:12][CH:11]([O:14][C:23](=[O:24])[N:30]([CH3:31])[CH2:34][CH2:33][C:37]2[CH:42]=[CH:41][CH:40]=[CH:39][CH:38]=2)[CH2:10][CH2:9]1. The catalyst class is: 840. (4) Reactant: [CH:1]1([OH:7])[CH2:6][CH2:5][CH2:4][CH2:3][CH2:2]1.[Na].Cl[C:10]1[N:14]2[N:15]=[C:16]([C:26]3[CH:31]=[CH:30][CH:29]=[CH:28][C:27]=3[Cl:32])[C:17]([C:19]3[CH:24]=[CH:23][C:22]([Cl:25])=[CH:21][CH:20]=3)=[CH:18][C:13]2=[N:12][N:11]=1. Product: [Cl:32][C:27]1[CH:28]=[CH:29][CH:30]=[CH:31][C:26]=1[C:16]1[C:17]([C:19]2[CH:24]=[CH:23][C:22]([Cl:25])=[CH:21][CH:20]=2)=[CH:18][C:13]2[N:14]([C:10]([O:7][CH:1]3[CH2:6][CH2:5][CH2:4][CH2:3][CH2:2]3)=[N:11][N:12]=2)[N:15]=1. The catalyst class is: 1.